From a dataset of Catalyst prediction with 721,799 reactions and 888 catalyst types from USPTO. Predict which catalyst facilitates the given reaction. (1) Reactant: [Br:1][C:2]1[CH:3]=[C:4]2[C:10]([CH3:11])=[CH:9][NH:8][C:5]2=[N:6][CH:7]=1.[H-].[Na+].Br[C:15]1[CH:20]=[CH:19][C:18]([S:21](Cl)(=[O:23])=[O:22])=[CH:17][CH:16]=1.[Na+].[Cl-]. Product: [Br:1][C:2]1[CH:3]=[C:4]2[C:10]([CH3:11])=[CH:9][N:8]([S:21]([C:18]3[CH:19]=[CH:20][CH:15]=[CH:16][CH:17]=3)(=[O:23])=[O:22])[C:5]2=[N:6][CH:7]=1. The catalyst class is: 49. (2) Reactant: [Br:1][C:2]1[CH:7]=[CH:6][C:5]([CH2:8][CH2:9][C:10](O)=[O:11])=[CH:4][CH:3]=1.[H-].[H-].[H-].[H-].[Li+].[Al+3]. Product: [Br:1][C:2]1[CH:3]=[CH:4][C:5]([CH2:8][CH2:9][CH2:10][OH:11])=[CH:6][CH:7]=1. The catalyst class is: 1. (3) Reactant: [NH:1]1[C:5]2[CH:6]=[CH:7][CH:8]=[C:9]([CH2:10][OH:11])[C:4]=2[N:3]=[N:2]1.C(=O)(O)[O-].[Na+].[CH3:17][C:18]([O:21][C:22](O[C:22]([O:21][C:18]([CH3:20])([CH3:19])[CH3:17])=[O:23])=[O:23])([CH3:20])[CH3:19].C(O)(=O)CC(CC(O)=O)(C(O)=O)O. Product: [C:18]([O:21][C:22]([N:1]1[C:5]2[CH:6]=[CH:7][CH:8]=[C:9]([CH2:10][OH:11])[C:4]=2[N:3]=[N:2]1)=[O:23])([CH3:20])([CH3:19])[CH3:17]. The catalyst class is: 144.